From a dataset of Catalyst prediction with 721,799 reactions and 888 catalyst types from USPTO. Predict which catalyst facilitates the given reaction. (1) The catalyst class is: 8. Reactant: [Na].Cl.[N:3]1[CH:8]=[CH:7][C:6]([CH2:9][C:10]#[N:11])=[CH:5][CH:4]=1.[O:12]1[CH:16]=[CH:15][CH:14]=[C:13]1[CH:17]=O.Cl.[NH2:20][C:21]([NH2:23])=[NH:22]. Product: [O:12]1[CH:16]=[CH:15][CH:14]=[C:13]1[C:17]1[N:20]=[C:21]([NH2:23])[N:22]=[C:10]([NH2:11])[C:9]=1[C:6]1[CH:7]=[CH:8][N:3]=[CH:4][CH:5]=1. (2) Reactant: [CH3:1][O:2][C:3]1[CH:8]=[C:7]([C:9]([N:11]2[C:17]3[CH:18]=[CH:19][CH:20]=[CH:21][C:16]=3[CH2:15][N:14]3[CH:22]=[CH:23][CH:24]=[C:13]3[CH2:12]2)=[O:10])[CH:6]=[CH:5][C:4]=1[C:25]1[CH:30]=[CH:29][CH:28]=[CH:27][C:26]=1[CH3:31].C(N(CC)CC)C.[Cl:39][C:40]([Cl:45])([Cl:44])[C:41](Cl)=[O:42]. Product: [Cl:39][C:40]([Cl:45])([Cl:44])[C:41]([C:22]1[N:14]2[C:13]([CH2:12][N:11]([C:9]([C:7]3[CH:6]=[CH:5][C:4]([C:25]4[CH:30]=[CH:29][CH:28]=[CH:27][C:26]=4[CH3:31])=[C:3]([O:2][CH3:1])[CH:8]=3)=[O:10])[C:17]3[CH:18]=[CH:19][CH:20]=[CH:21][C:16]=3[CH2:15]2)=[CH:24][CH:23]=1)=[O:42]. The catalyst class is: 4. (3) Reactant: CC1C=CC(S(O[CH2:12][CH2:13][CH2:14][C:15]2[C:23]3[C:18](=[CH:19][CH:20]=[C:21]([Cl:24])[CH:22]=3)[NH:17][CH:16]=2)(=O)=O)=CC=1.[CH3:25][O:26][C:27]1[CH:32]=[C:31]([O:33][CH3:34])[N:30]=[C:29]([N:35]2[CH2:40][CH2:39][NH:38][CH2:37][CH2:36]2)[N:28]=1.C(=O)([O-])[O-].[K+].[K+].[I-].[K+]. Product: [Cl:24][C:21]1[CH:22]=[C:23]2[C:18](=[CH:19][CH:20]=1)[NH:17][CH:16]=[C:15]2[CH2:14][CH2:13][CH2:12][N:38]1[CH2:39][CH2:40][N:35]([C:29]2[N:28]=[C:27]([O:26][CH3:25])[CH:32]=[C:31]([O:33][CH3:34])[N:30]=2)[CH2:36][CH2:37]1. The catalyst class is: 10.